Dataset: Reaction yield outcomes from USPTO patents with 853,638 reactions. Task: Predict the reaction yield, written as a fraction of the theoretical maximum amount of product (1.0 means a 100% yield; for example, 0.34 means a 34% yield). (1) The catalyst is C(Cl)(Cl)(Cl)Cl. The reactants are [SiH:1]([C:4]([C:7]([C:10]([C:13]([C:16]([C:19]([C:22]([C:25]([F:28])([F:27])[F:26])([F:24])[F:23])([F:21])[F:20])([F:18])[F:17])([F:15])[F:14])([F:12])[F:11])([F:9])[F:8])([F:6])[F:5])([CH3:3])[CH3:2].[Br:29]Br. The yield is 0.950. The product is [Br:29][Si:1]([C:4]([C:7]([C:10]([C:13]([C:16]([C:19]([C:22]([C:25]([F:26])([F:27])[F:28])([F:23])[F:24])([F:20])[F:21])([F:18])[F:17])([F:15])[F:14])([F:12])[F:11])([F:9])[F:8])([F:6])[F:5])([CH3:2])[CH3:3]. (2) The reactants are C([O:8][C:9]1[CH:14]=[CH:13][C:12](/[CH:15]=[CH:16]/[C:17]([F:20])([F:19])[F:18])=[CH:11][CH:10]=1)C1C=CC=CC=1. The catalyst is [Pd].CO.C1COCC1.C(Cl)Cl. The product is [F:18][C:17]([F:19])([F:20])[CH2:16][CH2:15][C:12]1[CH:13]=[CH:14][C:9]([OH:8])=[CH:10][CH:11]=1. The yield is 0.720.